Dataset: Forward reaction prediction with 1.9M reactions from USPTO patents (1976-2016). Task: Predict the product of the given reaction. Given the reactants [CH2:1]([C:3]1[CH:25]=[C:24]([F:26])[CH:23]=[CH:22][C:4]=1[O:5][C:6]1[CH:11]=[CH:10][C:9]([S:12]([NH:15][C:16]2[S:20][N:19]=[CH:18][N:17]=2)(=[O:14])=[O:13])=[CH:8][C:7]=1I)[CH3:2].[CH2:27]([Zn][CH2:30][CH3:31])[CH3:28].[CH2:32]1[CH2:36]OCC1, predict the reaction product. The product is: [CH2:36]([NH:15][CH2:30][CH3:31])[CH3:32].[CH2:27]([C:7]1[CH:8]=[C:9]([S:12]([NH:15][C:16]2[S:20][N:19]=[CH:18][N:17]=2)(=[O:14])=[O:13])[CH:10]=[CH:11][C:6]=1[O:5][C:4]1[CH:22]=[CH:23][C:24]([F:26])=[CH:25][C:3]=1[CH2:1][CH3:2])[CH3:28].